Dataset: Forward reaction prediction with 1.9M reactions from USPTO patents (1976-2016). Task: Predict the product of the given reaction. (1) Given the reactants [CH2:1]([N:8]1[C:16]2[C:11](=[CH:12][CH:13]=[C:14]([NH2:17])[CH:15]=2)[CH:10]=[CH:9]1)[C:2]1[CH:7]=[CH:6][CH:5]=[CH:4][CH:3]=1.Cl[C:19]1[N:28]=[CH:27][C:26]([CH:29]2[CH2:31][CH2:30]2)=[CH:25][C:20]=1[C:21]([O:23][CH3:24])=[O:22].C(=O)([O-])[O-].[Cs+].[Cs+], predict the reaction product. The product is: [CH2:1]([N:8]1[C:16]2[C:11](=[CH:12][CH:13]=[C:14]([NH:17][C:19]3[N:28]=[CH:27][C:26]([CH:29]4[CH2:31][CH2:30]4)=[CH:25][C:20]=3[C:21]([O:23][CH3:24])=[O:22])[CH:15]=2)[CH:10]=[CH:9]1)[C:2]1[CH:3]=[CH:4][CH:5]=[CH:6][CH:7]=1. (2) Given the reactants [CH3:1][O:2][C:3]1[C:4]([O:18][CH3:19])=[CH:5][C:6]2[S:10][C:9]([C:11]3[CH:16]=[CH:15][N:14]=[CH:13][CH:12]=3)=[N:8][C:7]=2[CH:17]=1.[N+:20]([O-])([O-:22])=[O:21].[K+], predict the reaction product. The product is: [CH3:1][O:2][C:3]1[C:4]([O:18][CH3:19])=[CH:5][C:6]2[S:10][C:9]([C:11]3[CH:12]=[CH:13][N:14]=[CH:15][CH:16]=3)=[N:8][C:7]=2[C:17]=1[N+:20]([O-:22])=[O:21]. (3) Given the reactants [NH2:1][C:2]1[CH:14]=[CH:13][C:5]([C:6]([O:8]C(C)(C)C)=[O:7])=[CH:4][CH:3]=1.Br[C:16]1[S:17][CH:18]=[CH:19][N:20]=1.Cl.O1CCOCC1, predict the reaction product. The product is: [S:17]1[CH:18]=[CH:19][N:20]=[C:16]1[NH:1][C:2]1[CH:3]=[CH:4][C:5]([C:6]([OH:8])=[O:7])=[CH:13][CH:14]=1. (4) Given the reactants [Br:1][C:2]1[CH:7]=[C:6]([F:8])[CH:5]=[CH:4][C:3]=1[CH:9]1[C:14]([C:15]([O:17][CH2:18][CH3:19])=[O:16])=[C:13]([CH3:20])[NH:12][C:11](Cl)=[N:10]1.[NH:22]1[CH:26]=[N:25][C:24]([C:27]#[N:28])=[N:23]1, predict the reaction product. The product is: [Br:1][C:2]1[CH:7]=[C:6]([F:8])[CH:5]=[CH:4][C:3]=1[CH:9]1[C:14]([C:15]([O:17][CH2:18][CH3:19])=[O:16])=[C:13]([CH3:20])[NH:12][C:11]([N:22]2[CH:26]=[N:25][C:24]([C:27]#[N:28])=[N:23]2)=[N:10]1. (5) Given the reactants Br[C:2]1[CH:3]=[C:4]([C:8]2[NH:13][C:12](=[O:14])[C:11]3=[C:15]([CH2:28][CH3:29])[N:16]=[C:17]([C@H:18]4[CH2:23][CH2:22][C@@H:21]([C:24]([CH3:27])([CH3:26])[CH3:25])[CH2:20][CH2:19]4)[N:10]3[N:9]=2)[CH:5]=[CH:6][CH:7]=1.[C:30]([O:34][CH2:35][CH3:36])(=[O:33])[CH:31]=[CH2:32].C(N(CC)CC)C, predict the reaction product. The product is: [C:24]([C@@H:21]1[CH2:20][CH2:19][C@H:18]([C:17]2[N:10]3[C:11]([C:12](=[O:14])[NH:13][C:8]([C:4]4[CH:3]=[C:2](/[CH:32]=[CH:31]/[C:30]([O:34][CH2:35][CH3:36])=[O:33])[CH:7]=[CH:6][CH:5]=4)=[N:9]3)=[C:15]([CH2:28][CH3:29])[N:16]=2)[CH2:23][CH2:22]1)([CH3:25])([CH3:27])[CH3:26]. (6) Given the reactants [NH2:1][C:2]1[CH:3]=[N:4][C:5]2[C:10]([C:11]=1[NH:12][C:13]1[CH:14]=[CH:15][C:16]([C:19]([CH3:23])([CH3:22])[C:20]#[N:21])=[N:17][CH:18]=1)=[CH:9][C:8]([Br:24])=[CH:7][CH:6]=2.C(N(CC)CC)C.Cl[C:33](Cl)([O:35]C(=O)OC(Cl)(Cl)Cl)Cl, predict the reaction product. The product is: [Br:24][C:8]1[CH:7]=[CH:6][C:5]2[N:4]=[CH:3][C:2]3[NH:1][C:33](=[O:35])[N:12]([C:13]4[CH:14]=[CH:15][C:16]([C:19]([CH3:22])([CH3:23])[C:20]#[N:21])=[N:17][CH:18]=4)[C:11]=3[C:10]=2[CH:9]=1. (7) Given the reactants CO[C:3](=[O:15])[CH:4]([NH:6][C:7]([C:9]1[CH:10]=[N:11][CH:12]=[CH:13][CH:14]=1)=[O:8])[CH3:5].[CH3:16][NH2:17], predict the reaction product. The product is: [CH3:16][NH:17][C:3]([CH:4]([NH:6][C:7](=[O:8])[C:9]1[CH:14]=[CH:13][CH:12]=[N:11][CH:10]=1)[CH3:5])=[O:15]. (8) Given the reactants [Cl-].[Cl-].[Cl-].[Al+3].[Br:5][C:6]1[CH:7]=[C:8]2[C:12](=[N:13][CH:14]=1)[NH:11][CH:10]=[CH:9]2.[CH2:15]([S:18]([NH:21][C:22]1[CH:23]=[C:24]([CH:28]=[CH:29][CH:30]=1)[C:25](Cl)=[O:26])(=[O:20])=[O:19])[CH2:16][CH3:17].O, predict the reaction product. The product is: [Br:5][C:6]1[CH:7]=[C:8]2[C:9]([C:25]([C:24]3[CH:23]=[C:22]([NH:21][S:18]([CH2:15][CH2:16][CH3:17])(=[O:20])=[O:19])[CH:30]=[CH:29][CH:28]=3)=[O:26])=[CH:10][NH:11][C:12]2=[N:13][CH:14]=1.